This data is from Reaction yield outcomes from USPTO patents with 853,638 reactions. The task is: Predict the reaction yield, written as a fraction of the theoretical maximum amount of product (1.0 means a 100% yield; for example, 0.34 means a 34% yield). (1) The reactants are [OH-].[Na+].[F:3][C:4]([F:35])([F:34])[CH2:5][O:6][C:7]1[N:12]=[CH:11][C:10]([CH2:13][C:14]2[S:15][C:16]3[C:22]([C:23]4[CH:24]=[C:25]([CH:31]=[CH:32][CH:33]=4)[C:26](OCC)=[O:27])=[CH:21][CH:20]=[CH:19][C:17]=3[CH:18]=2)=[CH:9][CH:8]=1.Cl.[NH2:37][CH2:38][CH2:39][OH:40].CCN=C=NCCCN(C)C.C1C=CC2N(O)N=NC=2C=1. The catalyst is O.CN(C=O)C.C(O)C. The product is [OH:40][CH2:39][CH2:38][NH:37][C:26](=[O:27])[C:25]1[CH:31]=[CH:32][CH:33]=[C:23]([C:22]2[C:16]3[S:15][C:14]([CH2:13][C:10]4[CH:11]=[N:12][C:7]([O:6][CH2:5][C:4]([F:34])([F:35])[F:3])=[CH:8][CH:9]=4)=[CH:18][C:17]=3[CH:19]=[CH:20][CH:21]=2)[CH:24]=1. The yield is 0.820. (2) The reactants are P([O:13][CH2:14][CH2:15][N:16]([CH2:21][CH2:22][CH2:23][O:24][C:25]1[CH:34]=[C:33]2[C:28]([C:29]([NH:35][C:36]3[CH:40]=[C:39]([CH2:41][C:42]([NH:44][C:45]4[CH:50]=[CH:49][CH:48]=[C:47]([F:51])[CH:46]=4)=[O:43])[NH:38][N:37]=3)=[N:30][CH:31]=[N:32]2)=[CH:27][C:26]=1[O:52][CH3:53])[CH2:17][CH:18]([CH3:20])[CH3:19])(OC(C)(C)C)(OC(C)(C)C)=O.C(NCCO)C(C)C. No catalyst specified. The product is [F:51][C:47]1[CH:46]=[C:45]([NH:44][C:42](=[O:43])[CH2:41][C:39]2[NH:38][N:37]=[C:36]([NH:35][C:29]3[C:28]4[C:33](=[CH:34][C:25]([O:24][CH2:23][CH2:22][CH2:21][N:16]([CH2:15][CH2:14][OH:13])[CH2:17][CH:18]([CH3:20])[CH3:19])=[C:26]([O:52][CH3:53])[CH:27]=4)[N:32]=[CH:31][N:30]=3)[CH:40]=2)[CH:50]=[CH:49][CH:48]=1. The yield is 0.570.